The task is: Predict the reactants needed to synthesize the given product.. This data is from Full USPTO retrosynthesis dataset with 1.9M reactions from patents (1976-2016). Given the product [OH:1][C:2]1[CH:8]=[C:7]2[C:5](=[CH:4][CH:3]=1)[N:6]=[CH:10][CH:9]=[C:11]2[CH3:13], predict the reactants needed to synthesize it. The reactants are: [OH:1][C:2]1[CH:8]=[CH:7][C:5]([NH2:6])=[CH:4][CH:3]=1.[CH:9]([C:11]([CH3:13])=O)=[CH2:10].